This data is from Full USPTO retrosynthesis dataset with 1.9M reactions from patents (1976-2016). The task is: Predict the reactants needed to synthesize the given product. (1) The reactants are: [NH2:1][C:2]1[N:10]=[CH:9][N:8]=[C:7]2[C:3]=1[N:4]=[C:5]([S:30][C:31]1[C:39]([I:40])=[CH:38][C:34]3[O:35][CH2:36][O:37][C:33]=3[CH:32]=1)[N:6]2[CH2:11][CH2:12][CH2:13][CH2:14][CH2:15][CH2:16][CH2:17][CH2:18][N:19]1C(=O)C2C(=CC=CC=2)C1=O.O.NN. Given the product [NH2:19][CH2:18][CH2:17][CH2:16][CH2:15][CH2:14][CH2:13][CH2:12][CH2:11][N:6]1[C:5]([S:30][C:31]2[C:39]([I:40])=[CH:38][C:34]3[O:35][CH2:36][O:37][C:33]=3[CH:32]=2)=[N:4][C:3]2[C:7]1=[N:8][CH:9]=[N:10][C:2]=2[NH2:1], predict the reactants needed to synthesize it. (2) Given the product [N:12]1([CH2:16][CH2:17][N:18]2[CH:22]=[C:21]([C:23]3[CH:28]=[CH:27][N:26]=[C:25]([C:29]([F:32])([F:30])[F:31])[CH:24]=3)[N:20]=[C:19]2[CH:33]2[CH2:34][CH2:35][N:36]([C:2]3[N:7]=[CH:6][N:5]=[C:4]([NH2:8])[C:3]=3[O:9][CH3:10])[CH2:37][CH2:38]2)[CH2:13][CH2:14][CH2:15]1, predict the reactants needed to synthesize it. The reactants are: Cl[C:2]1[N:7]=[CH:6][N:5]=[C:4]([NH2:8])[C:3]=1[O:9][CH3:10].Cl.[N:12]1([CH2:16][CH2:17][N:18]2[CH:22]=[C:21]([C:23]3[CH:28]=[CH:27][N:26]=[C:25]([C:29]([F:32])([F:31])[F:30])[CH:24]=3)[N:20]=[C:19]2[CH:33]2[CH2:38][CH2:37][NH:36][CH2:35][CH2:34]2)[CH2:15][CH2:14][CH2:13]1.C([O-])([O-])=O.[Cs+].[Cs+]. (3) Given the product [N:26]1([CH2:25][CH2:24][CH2:23][O:22][C:19]2[CH:20]=[CH:21][C:16]([C:3]3([C:1]#[N:2])[CH2:4][CH2:5][NH:6][CH2:7][CH2:8]3)=[CH:17][CH:18]=2)[CH2:30][CH2:29][CH2:28][CH2:27]1, predict the reactants needed to synthesize it. The reactants are: [C:1]([C:3]1([C:16]2[CH:21]=[CH:20][C:19]([O:22][CH2:23][CH2:24][CH2:25][N:26]3[CH2:30][CH2:29][CH2:28][CH2:27]3)=[CH:18][CH:17]=2)[CH2:8][CH2:7][N:6](C(OC(C)(C)C)=O)[CH2:5][CH2:4]1)#[N:2].FC(F)(F)C(O)=O. (4) Given the product [N:13]1([CH2:12][C:9]2[CH:8]=[CH:7][C:6]([NH:5][C:3](=[O:4])[C:2]#[C:19][C:20]3[CH:25]=[CH:24][C:23]([C:26]4[CH:31]=[CH:30][C:29]([Cl:32])=[CH:28][CH:27]=4)=[CH:22][CH:21]=3)=[CH:11][CH:10]=2)[CH2:18][CH2:17][CH2:16][CH2:15][CH2:14]1, predict the reactants needed to synthesize it. The reactants are: Br[CH:2]([CH:19](Br)[C:20]1[CH:25]=[CH:24][C:23]([C:26]2[CH:31]=[CH:30][C:29]([Cl:32])=[CH:28][CH:27]=2)=[CH:22][CH:21]=1)[C:3]([NH:5][C:6]1[CH:11]=[CH:10][C:9]([CH2:12][N:13]2[CH2:18][CH2:17][CH2:16][CH2:15][CH2:14]2)=[CH:8][CH:7]=1)=[O:4].ClCCl.CO.N. (5) Given the product [CH3:26][O:10][C:9](=[O:11])[C:8]([C:5]1[CH:6]=[CH:7][C:2]([OH:1])=[CH:3][CH:4]=1)=[CH:12][C:13]1[CH:18]=[CH:17][C:16]([F:19])=[C:15]([CH3:20])[CH:14]=1, predict the reactants needed to synthesize it. The reactants are: [OH:1][C:2]1[CH:7]=[CH:6][C:5]([C:8](=[CH:12][C:13]2[CH:18]=[CH:17][C:16]([F:19])=[C:15]([CH3:20])[CH:14]=2)[C:9]([OH:11])=[O:10])=[CH:4][CH:3]=1.OS(O)(=O)=O.[CH3:26]O.